Dataset: Catalyst prediction with 721,799 reactions and 888 catalyst types from USPTO. Task: Predict which catalyst facilitates the given reaction. (1) Reactant: [I:1][C:2]1[CH:11]=[N:10][C:5]2[NH:6][CH2:7][CH2:8][NH:9][C:4]=2[CH:3]=1.[C:12]1([S:18](Cl)(=[O:20])=[O:19])[CH:17]=[CH:16][CH:15]=[CH:14][CH:13]=1. Product: [C:12]1([S:18]([N:9]2[CH2:8][CH2:7][NH:6][C:5]3[N:10]=[CH:11][C:2]([I:1])=[CH:3][C:4]2=3)(=[O:20])=[O:19])[CH:17]=[CH:16][CH:15]=[CH:14][CH:13]=1. The catalyst class is: 17. (2) Reactant: [CH2:1]([C:3]([OH:36])([CH2:34][CH3:35])/[CH:4]=[CH:5]/[C:6]1[CH:11]=[CH:10][C:9]([C:12]([CH2:31][CH3:32])([C:15]2[CH:20]=[CH:19][C:18](B3OC(C)(C)C(C)(C)O3)=[C:17]([CH3:30])[CH:16]=2)[CH2:13][CH3:14])=[CH:8][C:7]=1[CH3:33])[CH3:2].[CH3:37][O:38][C:39](=[O:48])[CH2:40][C:41]1[CH:42]=[N:43][CH:44]=[C:45](Br)[CH:46]=1.P([O-])([O-])([O-])=O.[K+].[K+].[K+]. Product: [CH3:37][O:38][C:39](=[O:48])[CH2:40][C:41]1[CH:42]=[N:43][CH:44]=[C:45]([C:18]2[CH:19]=[CH:20][C:15]([C:12]([CH2:13][CH3:14])([C:9]3[CH:10]=[CH:11][C:6](/[CH:5]=[CH:4]/[C:3]([CH2:34][CH3:35])([OH:36])[CH2:1][CH3:2])=[C:7]([CH3:33])[CH:8]=3)[CH2:31][CH3:32])=[CH:16][C:17]=2[CH3:30])[CH:46]=1. The catalyst class is: 9. (3) The catalyst class is: 230. Reactant: [NH2:1][C:2]1[CH:7]=[CH:6][C:5]([NH:8][C:9](=[O:15])[O:10][C:11]([CH3:14])([CH3:13])[CH3:12])=[CH:4][CH:3]=1.[F:16][CH2:17][C:18]([C:22]1[O:26][N:25]=[C:24]([NH:27][C:28](=O)[O:29]C2C=CC=CC=2)[CH:23]=1)([CH3:21])[CH2:19][F:20].CCN(C(C)C)C(C)C. Product: [F:20][CH2:19][C:18]([C:22]1[O:26][N:25]=[C:24]([NH:27][C:28](=[O:29])[NH:1][C:2]2[CH:3]=[CH:4][C:5]([NH:8][C:9](=[O:15])[O:10][C:11]([CH3:12])([CH3:14])[CH3:13])=[CH:6][CH:7]=2)[CH:23]=1)([CH3:21])[CH2:17][F:16]. (4) Reactant: [CH:1]([N:4]1[C@H:8]2[CH2:9][CH2:10][CH2:11][CH2:12][C@@H:7]2[N:6]([CH:13]2[CH2:18][CH2:17][N:16](C(OC(C)(C)C)=O)[CH2:15][CH2:14]2)[C:5]1=[O:26])([CH3:3])[CH3:2].Cl. Product: [CH:1]([N:4]1[C@H:8]2[CH2:9][CH2:10][CH2:11][CH2:12][C@@H:7]2[N:6]([CH:13]2[CH2:14][CH2:15][NH:16][CH2:17][CH2:18]2)[C:5]1=[O:26])([CH3:3])[CH3:2]. The catalyst class is: 5. (5) Reactant: [NH2:1][C@H:2]([C:5]1[CH:10]=[CH:9][CH:8]=[CH:7][CH:6]=1)[CH2:3][OH:4].[Si:11]([O:18][C@H:19]([CH2:23][CH:24]=[CH2:25])[C:20](O)=[O:21])([C:14]([CH3:17])([CH3:16])[CH3:15])([CH3:13])[CH3:12]. Product: [Si:11]([O:18][C@H:19]([CH2:23][CH:24]=[CH2:25])[C:20]([NH:1][C@H:2]([C:5]1[CH:10]=[CH:9][CH:8]=[CH:7][CH:6]=1)[CH2:3][OH:4])=[O:21])([C:14]([CH3:17])([CH3:16])[CH3:15])([CH3:12])[CH3:13]. The catalyst class is: 2.